Dataset: Full USPTO retrosynthesis dataset with 1.9M reactions from patents (1976-2016). Task: Predict the reactants needed to synthesize the given product. Given the product [CH3:25][N:15]1[C:11]2[N:12]=[C:13]([S:7][C:1]3[CH:6]=[CH:5][CH:4]=[CH:3][CH:2]=3)[N:14]=[C:9]([S:7][C:1]3[CH:6]=[CH:5][CH:4]=[CH:3][CH:2]=3)[C:10]=2[CH:17]=[C:16]1[C:18]1[CH:23]=[CH:22][C:21]([OH:24])=[CH:20][CH:19]=1, predict the reactants needed to synthesize it. The reactants are: [C:1]1([SH:7])[CH:6]=[CH:5][CH:4]=[CH:3][CH:2]=1.Cl[C:9]1[C:10]2[CH:17]=[C:16]([C:18]3[CH:23]=[CH:22][C:21]([OH:24])=[CH:20][CH:19]=3)[N:15]([CH3:25])[C:11]=2[N:12]=[CH:13][N:14]=1.